From a dataset of Reaction yield outcomes from USPTO patents with 853,638 reactions. Predict the reaction yield, written as a fraction of the theoretical maximum amount of product (1.0 means a 100% yield; for example, 0.34 means a 34% yield). (1) The reactants are [CH:1]([NH2:4])([CH3:3])[CH3:2].[C:5]1(=[O:11])[NH:9][C:8](=[O:10])[CH:7]=[CH:6]1. The catalyst is C(OCC)(=O)C. The product is [CH3:2][CH:1]([NH:4][CH:6]1[C:5](=[O:11])[NH:9][C:8](=[O:10])[CH2:7]1)[CH3:3]. The yield is 0.930. (2) The reactants are [CH2:1]([N:8]1[CH:12]=[C:11]([CH:13]([CH:15]2[CH2:20][CH2:19][CH2:18][CH2:17][CH2:16]2)O)[C:10]([CH3:21])=[N:9]1)[C:2]1[CH:7]=[CH:6][CH:5]=[CH:4][CH:3]=1.[NH2:22][C:23]1[CH:28]=[CH:27][C:26]([C:29]([NH:31][CH2:32][CH2:33][C:34]([O:36]CC)=[O:35])=[O:30])=[CH:25][CH:24]=1. No catalyst specified. The product is [CH2:1]([N:8]1[CH:12]=[C:11]([CH:13]([NH:22][C:23]2[CH:24]=[CH:25][C:26]([C:29]([NH:31][CH2:32][CH2:33][C:34]([OH:36])=[O:35])=[O:30])=[CH:27][CH:28]=2)[CH:15]2[CH2:20][CH2:19][CH2:18][CH2:17][CH2:16]2)[C:10]([CH3:21])=[N:9]1)[C:2]1[CH:7]=[CH:6][CH:5]=[CH:4][CH:3]=1. The yield is 0.0400. (3) The reactants are [NH2:1][C:2]1[CH:3]=[N:4][C:5]2[C:10]([C:11]=1[C:12]1[CH:17]=[CH:16][C:15]([C:18]([F:21])([F:20])[F:19])=[CH:14][C:13]=1[O:22][CH3:23])=[CH:9][CH:8]=[C:7]([S:24]([N:27](CC1C=CC(OC)=CC=1)[C:28]1[S:29][CH:30]=[CH:31][N:32]=1)(=[O:26])=[O:25])[CH:6]=2.C(Cl)Cl.C(O)(C(F)(F)F)=O. The catalyst is CO. The product is [NH2:1][C:2]1[CH:3]=[N:4][C:5]2[C:10]([C:11]=1[C:12]1[CH:17]=[CH:16][C:15]([C:18]([F:20])([F:19])[F:21])=[CH:14][C:13]=1[O:22][CH3:23])=[CH:9][CH:8]=[C:7]([S:24]([NH:27][C:28]1[S:29][CH:30]=[CH:31][N:32]=1)(=[O:26])=[O:25])[CH:6]=2. The yield is 0.880. (4) The yield is 0.570. The reactants are [CH3:1][O:2][C:3]1[CH:4]=[C:5]2[C:10](=[CH:11][C:12]=1[O:13][CH3:14])[N:9]=[CH:8][CH:7]=[C:6]2[O:15][C:16]1[C:22]([CH3:23])=[CH:21][C:19]([NH2:20])=[C:18]([CH3:24])[CH:17]=1.C1(C)C=CC=CC=1.C(N(CC)CC)C.ClC(Cl)(O[C:43](=[O:49])[O:44][C:45](Cl)(Cl)Cl)Cl.[F:51][C:52]1[CH:53]=[C:54]([CH:59]=[CH:60][CH:61]=1)[O:55][CH2:56]CO. The catalyst is C(Cl)Cl. The product is [CH3:1][O:2][C:3]1[CH:4]=[C:5]2[C:10](=[CH:11][C:12]=1[O:13][CH3:14])[N:9]=[CH:8][CH:7]=[C:6]2[O:15][C:16]1[C:22]([CH3:23])=[CH:21][C:19]([NH:20][C:43](=[O:49])[O:44][CH2:45][CH2:56][O:55][C:54]2[CH:59]=[CH:60][CH:61]=[C:52]([F:51])[CH:53]=2)=[C:18]([CH3:24])[CH:17]=1. (5) The reactants are [NH:1]1[C:9]2[C:4](=[CH:5][CH:6]=[CH:7][CH:8]=2)[CH:3]=[C:2]1[C:10]1[C:11]([O:32][CH3:33])=[CH:12][C:13]([O:30][CH3:31])=[C:14](/[CH:16]=[CH:17]/[C:18]([C:20]2[CH:25]=[CH:24][C:23]([S:26]([NH2:29])(=[O:28])=[O:27])=[CH:22][CH:21]=2)=[O:19])[CH:15]=1.[C:34](O[C:34](=[O:38])[CH:35]([CH3:37])[CH3:36])(=[O:38])[CH:35]([CH3:37])[CH3:36].C(N(CC)CC)C.CN(C)N1C=CC=CC1. The catalyst is C1COCC1.O. The product is [NH:1]1[C:9]2[C:4](=[CH:5][CH:6]=[CH:7][CH:8]=2)[CH:3]=[C:2]1[C:10]1[C:11]([O:32][CH3:33])=[CH:12][C:13]([O:30][CH3:31])=[C:14](/[CH:16]=[CH:17]/[C:18]([C:20]2[CH:21]=[CH:22][C:23]([S:26]([NH:29][C:34](=[O:38])[CH:35]([CH3:37])[CH3:36])(=[O:28])=[O:27])=[CH:24][CH:25]=2)=[O:19])[CH:15]=1. The yield is 0.870. (6) The reactants are [C:1](Cl)(Cl)=[S:2].[NH2:5][C:6]1[CH:15]=[C:14]([C:16]([F:19])([F:18])[F:17])[CH:13]=[CH:12][C:7]=1[C:8]([O:10][CH3:11])=[O:9]. The catalyst is ClCCl.C([O-])(O)=O.[Na+]. The product is [N:5]([C:6]1[CH:15]=[C:14]([C:16]([F:17])([F:18])[F:19])[CH:13]=[CH:12][C:7]=1[C:8]([O:10][CH3:11])=[O:9])=[C:1]=[S:2]. The yield is 0.911.